Task: Predict the reaction yield, written as a fraction of the theoretical maximum amount of product (1.0 means a 100% yield; for example, 0.34 means a 34% yield).. Dataset: Reaction yield outcomes from USPTO patents with 853,638 reactions (1) The reactants are [NH2:1][C:2]1[CH:3]=[N:4][CH:5]=[CH:6][CH:7]=1.S(=O)(=O)(O)O.[N:13]([O-])=O.[Na+].[CH3:17][C:18](=[O:23])[CH2:19][C:20](=[O:22])[CH3:21].C([O-])(=O)C.[K+].C([O-])([O-])=O.[Na+].[Na+]. The catalyst is O.C(O)C. The product is [N:4]1[CH:5]=[CH:6][CH:7]=[C:2]([NH:1][N:13]=[C:19]([C:18](=[O:23])[CH3:17])[C:20](=[O:22])[CH3:21])[CH:3]=1. The yield is 0.200. (2) The reactants are C1C(=O)N([Br:8])C(=O)C1.[CH3:9][O:10][C:11]1[CH:16]=[CH:15][C:14]([N:17]2[C:25]3[C:20](=[CH:21][CH:22]=[CH:23][CH:24]=3)[CH:19]=[C:18]2[C:26]2[C:27]([CH3:32])=[N:28][O:29][C:30]=2[CH3:31])=[CH:13][CH:12]=1. The catalyst is CN(C=O)C. The product is [Br:8][C:19]1[C:20]2[C:25](=[CH:24][CH:23]=[CH:22][CH:21]=2)[N:17]([C:14]2[CH:13]=[CH:12][C:11]([O:10][CH3:9])=[CH:16][CH:15]=2)[C:18]=1[C:26]1[C:27]([CH3:32])=[N:28][O:29][C:30]=1[CH3:31]. The yield is 0.980. (3) The reactants are [NH:1]1[C:9]2[C:4](=[CH:5][CH:6]=[CH:7][CH:8]=2)[CH:3]=[CH:2]1.[C:10](OC)(=O)C(OC)=O.CC(C)([O-])C.[K+]. The catalyst is CN(C=O)C.O. The product is [CH3:10][N:1]1[C:9]2[C:4](=[CH:5][CH:6]=[CH:7][CH:8]=2)[CH:3]=[CH:2]1. The yield is 0.470.